Dataset: Full USPTO retrosynthesis dataset with 1.9M reactions from patents (1976-2016). Task: Predict the reactants needed to synthesize the given product. (1) Given the product [OH:11][CH2:10][C:9]1[CH:8]=[C:7]([CH2:6][CH2:5][CH2:4][OH:3])[CH:15]=[CH:14][CH:13]=1, predict the reactants needed to synthesize it. The reactants are: C([O:3][C:4](=O)[CH2:5][CH2:6][C:7]1[CH:8]=[C:9]([CH:13]=[CH:14][CH:15]=1)[C:10](O)=[O:11])C.O1CCCC1.B.Cl.O. (2) Given the product [Br:15][C:10]1[C:9]2[C:13](=[CH:14][C:6]([N+:3]([O-:5])=[O:4])=[CH:7][CH:8]=2)[NH:12][N:11]=1, predict the reactants needed to synthesize it. The reactants are: [OH-].[Na+].[N+:3]([C:6]1[CH:14]=[C:13]2[C:9]([CH:10]=[N:11][NH:12]2)=[CH:8][CH:7]=1)([O-:5])=[O:4].[Br-:15].[Br-].[Br-].[NH+]1C=CC=CC=1.[NH+]1C=CC=CC=1.[NH+]1C=CC=CC=1.Cl. (3) Given the product [Br:20][C:8]1[CH:9]=[CH:10][C:5]2[N:4]([CH2:11][CH2:12][CH2:13][CH2:14][C:15]([O:17][CH2:18][CH3:19])=[O:16])[CH2:3][CH2:2][O:1][C:6]=2[CH:7]=1, predict the reactants needed to synthesize it. The reactants are: [O:1]1[C:6]2[CH:7]=[CH:8][CH:9]=[CH:10][C:5]=2[N:4]([CH2:11][CH2:12][CH2:13][CH2:14][C:15]([O:17][CH2:18][CH3:19])=[O:16])[CH2:3][CH2:2]1.[Br-:20].[Br-].[Br-].C([N+](CCCC)(CCCC)CCCC)CCC.C([N+](CCCC)(CCCC)CCCC)CCC.C([N+](CCCC)(CCCC)CCCC)CCC.O. (4) Given the product [CH2:1]([NH:3][C:4](=[O:31])[CH2:5][N:6]1[CH2:11][CH2:10][C@H:9]2[CH2:12][C@@H:13]([C:26]([OH:28])=[O:27])[N:14]([S:15]([C:18]3[CH:23]=[CH:22][C:21]([O:24][CH3:25])=[CH:20][CH:19]=3)(=[O:17])=[O:16])[C@H:8]2[CH2:7]1)[CH3:2], predict the reactants needed to synthesize it. The reactants are: [CH2:1]([NH:3][C:4](=[O:31])[CH2:5][N:6]1[CH2:11][CH2:10][C@H:9]2[CH2:12][C@@H:13]([C:26]([O:28]CC)=[O:27])[N:14]([S:15]([C:18]3[CH:23]=[CH:22][C:21]([O:24][CH3:25])=[CH:20][CH:19]=3)(=[O:17])=[O:16])[C@H:8]2[CH2:7]1)[CH3:2].C1COCC1.O.[OH-].[Li+].